From a dataset of Full USPTO retrosynthesis dataset with 1.9M reactions from patents (1976-2016). Predict the reactants needed to synthesize the given product. Given the product [C:13]1([C:21]2[CH:22]=[CH:23][CH:24]=[CH:25][CH:26]=2)[CH:18]=[CH:17][CH:16]=[CH:15][C:14]=1[CH2:19][N:10]1[CH2:11][CH2:12][N:7]([C:1]2[CH:6]=[CH:5][CH:4]=[CH:3][CH:2]=2)[CH2:8][CH2:9]1, predict the reactants needed to synthesize it. The reactants are: [C:1]1([N:7]2[CH2:12][CH2:11][NH:10][CH2:9][CH2:8]2)[CH:6]=[CH:5][CH:4]=[CH:3][CH:2]=1.[C:13]1([C:21]2[CH:26]=[CH:25][CH:24]=[CH:23][CH:22]=2)[C:14]([CH:19]=O)=[CH:15][CH:16]=[CH:17][CH:18]=1.[BH-](OC(C)=O)(OC(C)=O)OC(C)=O.[Na+].